This data is from TCR-epitope binding with 47,182 pairs between 192 epitopes and 23,139 TCRs. The task is: Binary Classification. Given a T-cell receptor sequence (or CDR3 region) and an epitope sequence, predict whether binding occurs between them. (1) The epitope is LLWNGPMAV. The TCR CDR3 sequence is CASSLGGYEQYF. Result: 0 (the TCR does not bind to the epitope). (2) The epitope is LLLGIGILV. The TCR CDR3 sequence is CASSPDGNEQFF. Result: 1 (the TCR binds to the epitope).